This data is from Retrosynthesis with 50K atom-mapped reactions and 10 reaction types from USPTO. The task is: Predict the reactants needed to synthesize the given product. Given the product CC1CN(c2nc3ccccc3nc2NC2CC2)CCN1, predict the reactants needed to synthesize it. The reactants are: CC1CN(c2nc3ccccc3nc2NC2CC2)CCN1C(=O)OC(C)(C)C.